Dataset: Forward reaction prediction with 1.9M reactions from USPTO patents (1976-2016). Task: Predict the product of the given reaction. (1) Given the reactants [F:1][C:2]1[C:7]([F:8])=[C:6]([NH:9][C:10]2[CH:15]=[CH:14][C:13]([I:16])=[CH:12][C:11]=2[F:17])[C:5]([NH2:18])=[CH:4][CH:3]=1.[O:19]1[CH:23]=[CH:22][CH:21]=[C:20]1[S:24](Cl)(=[O:26])=[O:25], predict the reaction product. The product is: [F:8][C:7]1[C:6]([NH:9][C:10]2[CH:15]=[CH:14][C:13]([I:16])=[CH:12][C:11]=2[F:17])=[C:5]([NH:18][S:24]([C:20]2[O:19][CH:23]=[CH:22][CH:21]=2)(=[O:26])=[O:25])[CH:4]=[CH:3][C:2]=1[F:1]. (2) Given the reactants [Br:1][C:2]1[CH:10]=[CH:9][C:5]([C:6]([OH:8])=O)=[CH:4][CH:3]=1.[CH3:11][C:12]1[C:13]([N:19]2[CH2:24][CH2:23][NH:22][CH2:21][CH2:20]2)=[N:14][CH:15]=[C:16]([CH3:18])[CH:17]=1, predict the reaction product. The product is: [Br:1][C:2]1[CH:3]=[CH:4][C:5]([C:6]([N:22]2[CH2:23][CH2:24][N:19]([C:13]3[C:12]([CH3:11])=[CH:17][C:16]([CH3:18])=[CH:15][N:14]=3)[CH2:20][CH2:21]2)=[O:8])=[CH:9][CH:10]=1.